From a dataset of Forward reaction prediction with 1.9M reactions from USPTO patents (1976-2016). Predict the product of the given reaction. (1) Given the reactants [F:1][C:2]1[CH:8]=[C:7](I)[CH:6]=[C:5]([F:10])[C:3]=1[NH2:4].C1C=CC(P(C2C=CC=CC=2)CCCP(C2C=CC=CC=2)C2C=CC=CC=2)=CC=1.[CH:40]([O:42]CCCC)=[CH2:41].CCN(CC)CC.Cl, predict the reaction product. The product is: [NH2:4][C:3]1[C:2]([F:1])=[CH:8][C:7]([C:40](=[O:42])[CH3:41])=[CH:6][C:5]=1[F:10]. (2) Given the reactants CN(C(ON1N=NC2C=CC=NC1=2)=[N+](C)C)C.F[P-](F)(F)(F)(F)F.[NH2:25][CH2:26][C:27]1[C:28]([F:44])=[C:29]([O:34][C:35]2[CH:36]=[C:37]([CH:40]=[C:41]([Cl:43])[CH:42]=2)[C:38]#[N:39])[C:30]([Cl:33])=[CH:31][CH:32]=1.[C:45]([NH:48][C:49]1[CH:50]=[C:51]2[C:55](=[CH:56][CH:57]=1)[NH:54][C:53]([C:58](O)=[O:59])=[CH:52]2)(=[O:47])[CH3:46].CCN(C(C)C)C(C)C, predict the reaction product. The product is: [C:45]([NH:48][C:49]1[CH:50]=[C:51]2[C:55](=[CH:56][CH:57]=1)[NH:54][C:53]([C:58]([NH:25][CH2:26][C:27]1[CH:32]=[CH:31][C:30]([Cl:33])=[C:29]([O:34][C:35]3[CH:36]=[C:37]([C:38]#[N:39])[CH:40]=[C:41]([Cl:43])[CH:42]=3)[C:28]=1[F:44])=[O:59])=[CH:52]2)(=[O:47])[CH3:46]. (3) Given the reactants Br[CH2:2][C:3]1[CH:12]=[CH:11][C:6]([C:7]([O:9]C)=[O:8])=[CH:5][C:4]=1[O:13][CH3:14].Cl.[OH2:16], predict the reaction product. The product is: [OH:16][CH2:2][C:3]1[CH:12]=[CH:11][C:6]([C:7]([OH:9])=[O:8])=[CH:5][C:4]=1[O:13][CH3:14].